Dataset: Catalyst prediction with 721,799 reactions and 888 catalyst types from USPTO. Task: Predict which catalyst facilitates the given reaction. Reactant: [C:1]([O:5][C:6]([N:8]1[CH2:13][CH2:12][CH:11]([CH2:14][C:15]2[CH:20]=[CH:19][C:18]([NH:21][S:22]([CH3:25])(=[O:24])=[O:23])=[CH:17][CH:16]=2)[CH2:10][CH2:9]1)=[O:7])([CH3:4])([CH3:3])[CH3:2].[H-].[Na+].[CH3:28]I. Product: [C:1]([O:5][C:6]([N:8]1[CH2:13][CH2:12][CH:11]([CH2:14][C:15]2[CH:20]=[CH:19][C:18]([N:21]([CH3:28])[S:22]([CH3:25])(=[O:24])=[O:23])=[CH:17][CH:16]=2)[CH2:10][CH2:9]1)=[O:7])([CH3:3])([CH3:4])[CH3:2]. The catalyst class is: 9.